Dataset: Peptide-MHC class II binding affinity with 134,281 pairs from IEDB. Task: Regression. Given a peptide amino acid sequence and an MHC pseudo amino acid sequence, predict their binding affinity value. This is MHC class II binding data. The peptide sequence is EKKYFAATQVEPLAA. The MHC is HLA-DQA10401-DQB10402 with pseudo-sequence HLA-DQA10401-DQB10402. The binding affinity (normalized) is 0.563.